Dataset: Reaction yield outcomes from USPTO patents with 853,638 reactions. Task: Predict the reaction yield, written as a fraction of the theoretical maximum amount of product (1.0 means a 100% yield; for example, 0.34 means a 34% yield). (1) The reactants are [CH3:1][S:2](Cl)(=[O:4])=[O:3].C(N(CC)C(C)C)(C)C.[NH2:15][CH:16]1[CH2:19][N:18]([C:20]([C:22]2[N:23]=[C:24]3[C:29]([C:30]([F:33])([F:32])[F:31])=[CH:28][C:27]([C:34]4[CH:38]=[CH:37][O:36][CH:35]=4)=[CH:26][N:25]3[C:39]=2[Cl:40])=[O:21])[CH2:17]1.O. The catalyst is CN(C=O)C. The product is [Cl:40][C:39]1[N:25]2[CH:26]=[C:27]([C:34]3[CH:38]=[CH:37][O:36][CH:35]=3)[CH:28]=[C:29]([C:30]([F:33])([F:32])[F:31])[C:24]2=[N:23][C:22]=1[C:20]([N:18]1[CH2:19][CH:16]([NH:15][S:2]([CH3:1])(=[O:4])=[O:3])[CH2:17]1)=[O:21]. The yield is 0.450. (2) The reactants are [N:1]1([C@@H:5]2[CH2:9][CH2:8][N:7]([C:10]([C:12]3[CH:13]=[C:14]([CH:27]=[CH:28][C:29]=3[F:30])[CH2:15][C:16]3[C:25]4[C:20](=[CH:21][CH:22]=[CH:23][CH:24]=4)[C:19](=[O:26])[NH:18][N:17]=3)=[O:11])[CH2:6]2)[CH2:4][CH2:3][CH2:2]1.[ClH:31]. No catalyst specified. The product is [ClH:31].[N:1]1([C@@H:5]2[CH2:9][CH2:8][N:7]([C:10]([C:12]3[CH:13]=[C:14]([CH:27]=[CH:28][C:29]=3[F:30])[CH2:15][C:16]3[C:25]4[C:20](=[CH:21][CH:22]=[CH:23][CH:24]=4)[C:19](=[O:26])[NH:18][N:17]=3)=[O:11])[CH2:6]2)[CH2:2][CH2:3][CH2:4]1. The yield is 0.930. (3) The reactants are [C:1]([N:4]([CH2:6][C:7]([OH:9])=[O:8])[CH3:5])(=O)C.[P:10]([OH:13])([OH:12])[OH:11].Cl.C=O. No catalyst specified. The product is [P:10]([CH2:1][N:4]([CH3:5])[CH2:6][C:7]([OH:9])=[O:8])([OH:13])([OH:12])=[O:11]. The yield is 0.990. (4) The reactants are [CH2:1]([C@@H:5]1[NH:10][CH2:9][C@H:8]([CH2:11][CH2:12][CH3:13])[NH:7][C:6]1=[O:14])[CH:2]([CH3:4])[CH3:3].[Cl:15][C:16]1[CH:21]=[CH:20][C:19]([C@@H:22]2[CH2:24][C@H:23]2[C:25](O)=[O:26])=[CH:18][CH:17]=1.C([C@@H]1N(C(=O)/C=C/C2C=CC=CC=2)C[C@H](CC(C)C)NC1=O)C(C)C. No catalyst specified. The product is [Cl:15][C:16]1[CH:17]=[CH:18][C:19]([C@@H:22]2[CH2:24][C@H:23]2[C:25]([N:10]2[CH2:9][C@H:8]([CH2:11][CH2:12][CH3:13])[NH:7][C:6](=[O:14])[C@@H:5]2[CH2:1][CH:2]([CH3:4])[CH3:3])=[O:26])=[CH:20][CH:21]=1. The yield is 0.562. (5) The reactants are [Cl:1][CH2:2][CH2:3][O:4][C:5]1[CH:26]=[CH:25][C:8]([C:9]([CH:11]2[C:19](=[O:20])[C:18]3[C:13](=[CH:14][CH:15]=[CH:16][C:17]=3[N+:21]([O-])=O)[C:12]2=[O:24])=[O:10])=[CH:7][CH:6]=1. The catalyst is C1COCC1.[Pd]. The product is [NH2:21][C:17]1[CH:16]=[CH:15][CH:14]=[C:13]2[C:18]=1[C:19](=[O:20])[CH:11]([C:9](=[O:10])[C:8]1[CH:25]=[CH:26][C:5]([O:4][CH2:3][CH2:2][Cl:1])=[CH:6][CH:7]=1)[C:12]2=[O:24]. The yield is 0.980. (6) The reactants are C1(P(C2C=CC=CC=2)C2C=CC=CC=2)C=CC=CC=1.[CH:20]([I:23])(I)I.CC(C)([O-])C.[K+].[CH3:30][C:31]1([CH3:61])[O:35][C@@H:34]2[CH:36]([CH2:40][O:41][C:42]([C:55]3[CH:60]=[CH:59][CH:58]=[CH:57][CH:56]=3)([C:49]3[CH:54]=[CH:53][CH:52]=[CH:51][CH:50]=3)[C:43]3[CH:48]=[CH:47][CH:46]=[CH:45][CH:44]=3)[O:37][CH:38](O)[C@@H:33]2[O:32]1. The catalyst is C(=O)=O.CC(C)=O.C1(C)C=CC=CC=1. The product is [I:23][CH:20]=[C:38]1[C@H:33]2[C@H:34]([O:35][C:31]([CH3:30])([CH3:61])[O:32]2)[CH:36]([CH2:40][O:41][C:42]([C:55]2[CH:60]=[CH:59][CH:58]=[CH:57][CH:56]=2)([C:43]2[CH:44]=[CH:45][CH:46]=[CH:47][CH:48]=2)[C:49]2[CH:54]=[CH:53][CH:52]=[CH:51][CH:50]=2)[O:37]1. The yield is 0.210.